This data is from Reaction yield outcomes from USPTO patents with 853,638 reactions. The task is: Predict the reaction yield, written as a fraction of the theoretical maximum amount of product (1.0 means a 100% yield; for example, 0.34 means a 34% yield). (1) The reactants are Cl[CH2:2][CH2:3][O:4][C:5]1[C:13]2[C:8](=[N:9][CH:10]=[N:11][C:12]=2[NH:14][C:15]2[CH:20]=[CH:19][C:18]([O:21][CH2:22][C:23]3[CH:28]=[CH:27][CH:26]=[C:25]([F:29])[CH:24]=3)=[C:17]([Cl:30])[CH:16]=2)[NH:7][N:6]=1.[OH:31][CH:32]1[CH2:37][CH2:36][NH:35][CH2:34][CH2:33]1. No catalyst specified. The product is [Cl:30][C:17]1[CH:16]=[C:15]([NH:14][C:12]2[N:11]=[CH:10][N:9]=[C:8]3[NH:7][N:6]=[C:5]([O:4][CH2:3][CH2:2][N:35]4[CH2:36][CH2:37][CH:32]([OH:31])[CH2:33][CH2:34]4)[C:13]=23)[CH:20]=[CH:19][C:18]=1[O:21][CH2:22][C:23]1[CH:28]=[CH:27][CH:26]=[C:25]([F:29])[CH:24]=1. The yield is 0.390. (2) The reactants are [Cl:1][C:2]1[CH:3]=[N+:4]([O-:27])[CH:5]=[C:6]([Cl:26])[C:7]=1[CH2:8][C@@H:9]([C:11]1[CH:16]=[CH:15][C:14]([O:17][CH:18]([F:20])[F:19])=[C:13]([O:21][CH2:22][CH:23]2[CH2:25][CH2:24]2)[CH:12]=1)[OH:10].C(Cl)CCl.[O:32]=[C:33]1[C:41]2[C:36](=[CH:37][C:38]([N:42]([CH2:47][C:48]3[S:49][CH:50]=[CH:51][CH:52]=3)[S:43]([CH3:46])(=[O:45])=[O:44])=[CH:39][CH:40]=2)[C:35](=[O:53])[N:34]1[CH2:54][C:55](O)=[O:56]. The catalyst is CN(C1C=CN=CC=1)C.C(Cl)Cl. The product is [Cl:1][C:2]1[CH:3]=[N+:4]([O-:27])[CH:5]=[C:6]([Cl:26])[C:7]=1[CH2:8][C@@H:9]([C:11]1[CH:16]=[CH:15][C:14]([O:17][CH:18]([F:20])[F:19])=[C:13]([O:21][CH2:22][CH:23]2[CH2:25][CH2:24]2)[CH:12]=1)[O:10][C:55](=[O:56])[CH2:54][N:34]1[C:35](=[O:53])[C:36]2[C:41](=[CH:40][CH:39]=[C:38]([N:42]([CH2:47][C:48]3[S:49][CH:50]=[CH:51][CH:52]=3)[S:43]([CH3:46])(=[O:45])=[O:44])[CH:37]=2)[C:33]1=[O:32]. The yield is 0.409. (3) The reactants are [OH:1][CH2:2][C@H:3]1[CH2:7][CH2:6][C@@H:5]([C:8]2[CH:13]=[CH:12][CH:11]=[CH:10][CH:9]=2)[N:4]1[C:14]([O:16][C:17]([CH3:20])([CH3:19])[CH3:18])=[O:15].CCN(CC)CC.N1C=CC=CC=1. The catalyst is CS(C)=O. The product is [CH:2]([C@H:3]1[CH2:7][CH2:6][C@@H:5]([C:8]2[CH:9]=[CH:10][CH:11]=[CH:12][CH:13]=2)[N:4]1[C:14]([O:16][C:17]([CH3:20])([CH3:19])[CH3:18])=[O:15])=[O:1]. The yield is 0.880.